Dataset: Reaction yield outcomes from USPTO patents with 853,638 reactions. Task: Predict the reaction yield, written as a fraction of the theoretical maximum amount of product (1.0 means a 100% yield; for example, 0.34 means a 34% yield). (1) The reactants are FC(F)(F)C(O)=O.C(OC([N:15]1[CH2:20][CH2:19][CH:18]([CH2:21][NH:22][C:23](=[O:42])[C:24]2[CH:29]=[CH:28][C:27]([C:30]3[O:31][C:32]4[C:38]([CH3:39])=[CH:37][C:36]([C:40]#[N:41])=[CH:35][C:33]=4[N:34]=3)=[CH:26][CH:25]=2)[CH2:17][CH2:16]1)=O)(C)(C)C. The catalyst is ClCCl. The product is [C:40]([C:36]1[CH:37]=[C:38]([CH3:39])[C:32]2[O:31][C:30]([C:27]3[CH:26]=[CH:25][C:24]([C:23]([NH:22][CH2:21][CH:18]4[CH2:19][CH2:20][NH:15][CH2:16][CH2:17]4)=[O:42])=[CH:29][CH:28]=3)=[N:34][C:33]=2[CH:35]=1)#[N:41]. The yield is 0.990. (2) The reactants are [CH3:1][N:2]([CH2:4][C:5]1([C:11]2[CH:16]=[CH:15][C:14]([OH:17])=[CH:13][CH:12]=2)[CH2:10][CH2:9][O:8][CH2:7][CH2:6]1)[CH3:3].Cl[CH2:19][CH2:20][CH2:21][N:22]1[C@@H:26]([CH3:27])[CH2:25][CH2:24][C@@H:23]1[CH3:28].C([O-])([O-])=O.[K+].[K+].N. The catalyst is CO.C(Cl)Cl.CN(C=O)C. The product is [CH3:28][CH:23]1[CH2:24][CH2:25][CH:26]([CH3:27])[N:22]1[CH2:21][CH2:20][CH2:19][O:17][C:14]1[CH:15]=[CH:16][C:11]([C:5]2([CH2:4][N:2]([CH3:1])[CH3:3])[CH2:6][CH2:7][O:8][CH2:9][CH2:10]2)=[CH:12][CH:13]=1. The yield is 0.340. (3) The product is [CH3:1][C:2]1([CH3:15])[C:6]2[CH:7]=[CH:8][C:9]([CH2:11][OH:12])=[CH:10][C:5]=2[O:4][CH2:3]1. The yield is 1.00. The reactants are [CH3:1][C:2]1([CH3:15])[C:6]2[CH:7]=[CH:8][C:9]([C:11](OC)=[O:12])=[CH:10][C:5]=2[O:4][CH2:3]1.[BH4-].[Li+].CO.O. The catalyst is O1CCCC1. (4) The reactants are C1C=CC2N(O)N=NC=2C=1.CCN=C=NCCCN(C)C.Cl.[CH3:23][O:24][C:25](=[O:31])[CH:26]([F:30])[C:27](O)=[O:28].[C:32]1([C:39]2[CH:44]=[CH:43][CH:42]=[CH:41][CH:40]=2)[CH:37]=[CH:36][C:35]([NH2:38])=[CH:34][CH:33]=1. The catalyst is CN(C1C=CN=CC=1)C.CN(C=O)C.O. The product is [CH3:23][O:24][C:25](=[O:31])[CH:26]([F:30])[C:27]([NH:38][C:35]1[CH:34]=[CH:33][C:32]([C:39]2[CH:44]=[CH:43][CH:42]=[CH:41][CH:40]=2)=[CH:37][CH:36]=1)=[O:28]. The yield is 0.800. (5) The catalyst is CN(C)C=O. The reactants are [H-].[Na+].[Br:3][C:4]1[C:15](=[O:16])[NH:14][C:7]2[N:8]=[C:9]([S:12][CH3:13])[N:10]=[CH:11][C:6]=2[CH:5]=1.[CH2:17](Br)[CH3:18]. The yield is 0.760. The product is [Br:3][C:4]1[C:15](=[O:16])[N:14]([CH2:17][CH3:18])[C:7]2[N:8]=[C:9]([S:12][CH3:13])[N:10]=[CH:11][C:6]=2[CH:5]=1.